This data is from Full USPTO retrosynthesis dataset with 1.9M reactions from patents (1976-2016). The task is: Predict the reactants needed to synthesize the given product. (1) Given the product [CH:2]1([C:1]([O:8][CH2:9][CH3:10])=[O:25])[C:6]2([CH2:5][CH2:4][CH2:3]2)[CH2:7]1, predict the reactants needed to synthesize it. The reactants are: [CH2:1]([O:8][CH2:9][CH2:10]N[C@@H](C(C)(C)C)C(OC)=O)[C:2]1[CH:7]=[CH:6][CH:5]=[CH:4][CH:3]=1.[N+](=CC(OCC)=[O:25])=[N-]. (2) Given the product [CH3:21][C:22]1[N:23]=[CH:24][S:25][C:26]=1/[CH:27]=[CH:28]/[C:2]1[C:10]2[C:5](=[CH:6][C:7]([CH:11]=[O:12])=[CH:8][CH:9]=2)[N:4]([CH2:13][O:14][CH2:15][CH2:16][Si:17]([CH3:20])([CH3:19])[CH3:18])[N:3]=1, predict the reactants needed to synthesize it. The reactants are: I[C:2]1[C:10]2[C:5](=[CH:6][C:7]([CH:11]=[O:12])=[CH:8][CH:9]=2)[N:4]([CH2:13][O:14][CH2:15][CH2:16][Si:17]([CH3:20])([CH3:19])[CH3:18])[N:3]=1.[CH3:21][C:22]1[N:23]=[CH:24][S:25][C:26]=1[CH:27]=[CH2:28].C(N(C(C)C)C(C)C)C.